Dataset: Reaction yield outcomes from USPTO patents with 853,638 reactions. Task: Predict the reaction yield, written as a fraction of the theoretical maximum amount of product (1.0 means a 100% yield; for example, 0.34 means a 34% yield). (1) The reactants are [CH2:1]([CH:3]([C:6]1[C:7]2[N:8]([C:13](I)=[C:14]([CH3:16])[N:15]=2)[N:9]=[C:10]([CH3:12])[CH:11]=1)[CH2:4][CH3:5])[CH3:2].[O:18]1[CH:22]=[CH:21][N:20]=[CH:19]1.C1(P(C2C=CC=CC=2)C2C=CC=CC=2)C=CC=CC=1.C(=O)([O-])[O-].[Cs+].[Cs+]. The catalyst is ClCCl.C1C=CC(/C=C/C(/C=C/C2C=CC=CC=2)=O)=CC=1.C1C=CC(/C=C/C(/C=C/C2C=CC=CC=2)=O)=CC=1.C1C=CC(/C=C/C(/C=C/C2C=CC=CC=2)=O)=CC=1.[Pd].[Pd].CN(C=O)C. The product is [CH2:1]([CH:3]([C:6]1[C:7]2[N:8]([C:13]([C:21]3[N:20]=[CH:19][O:18][CH:22]=3)=[C:14]([CH3:16])[N:15]=2)[N:9]=[C:10]([CH3:12])[CH:11]=1)[CH2:4][CH3:5])[CH3:2]. The yield is 0.420. (2) The reactants are [CH:1]([N:4]1[C:8]([C:9]2[N:18]=[C:17]3[N:11]([CH2:12][CH2:13][O:14][C:15]4[CH:22]=[C:21](O)[N:20]=[CH:19][C:16]=43)[CH:10]=2)=[N:7][CH:6]=[N:5]1)([CH3:3])[CH3:2].Cl.[NH2:25][CH2:26][C:27]([NH2:29])=[O:28]. The catalyst is CN1C(=O)CCC1. The product is [CH:1]([N:4]1[C:8]([C:9]2[N:18]=[C:17]3[C:16]4[CH:19]=[N:20][C:21]([NH:25][CH2:26][C:27]([NH2:29])=[O:28])=[CH:22][C:15]=4[O:14][CH2:13][CH2:12][N:11]3[CH:10]=2)=[N:7][CH:6]=[N:5]1)([CH3:2])[CH3:3]. The yield is 0.0800. (3) The reactants are Cl[C:2]1[CH:7]=[CH:6][C:5]([CH:8]2[CH2:12][CH2:11][CH:10]([C:13]3[CH:18]=[CH:17][C:16](Cl)=[C:15]([N+:20]([O-:22])=[O:21])[CH:14]=3)[N:9]2[C:23]2[CH:28]=[CH:27][C:26]([F:29])=[CH:25][CH:24]=2)=[CH:4][C:3]=1[N+:30]([O-:32])=[O:31].[CH3:33][O:34][C:35]1[CH:42]=[CH:41][C:38]([CH2:39][NH2:40])=[CH:37][CH:36]=1. The catalyst is ClCCl. The product is [F:29][C:26]1[CH:27]=[CH:28][C:23]([N:9]2[CH:10]([C:13]3[CH:18]=[CH:17][C:16]([NH:40][CH2:39][C:38]4[CH:41]=[CH:42][C:35]([O:34][CH3:33])=[CH:36][CH:37]=4)=[C:15]([N+:20]([O-:22])=[O:21])[CH:14]=3)[CH2:11][CH2:12][CH:8]2[C:5]2[CH:6]=[CH:7][C:2]([NH:40][CH2:39][C:38]3[CH:41]=[CH:42][C:35]([O:34][CH3:33])=[CH:36][CH:37]=3)=[C:3]([N+:30]([O-:32])=[O:31])[CH:4]=2)=[CH:24][CH:25]=1. The yield is 0.620.